This data is from Peptide-MHC class II binding affinity with 134,281 pairs from IEDB. The task is: Regression. Given a peptide amino acid sequence and an MHC pseudo amino acid sequence, predict their binding affinity value. This is MHC class II binding data. (1) The peptide sequence is TGHGTVVMQVKVPKG. The MHC is DRB5_0101 with pseudo-sequence DRB5_0101. The binding affinity (normalized) is 0.285. (2) The peptide sequence is TINAVASRKASNTIL. The MHC is HLA-DQA10201-DQB10301 with pseudo-sequence HLA-DQA10201-DQB10301. The binding affinity (normalized) is 0.566. (3) The peptide sequence is FATCFLIPLTSQFFLP. The binding affinity (normalized) is 0. The MHC is DRB1_0802 with pseudo-sequence DRB1_0802. (4) The peptide sequence is CILAWILVRIINVRS. The MHC is DRB3_0202 with pseudo-sequence DRB3_0202. The binding affinity (normalized) is 0.0263. (5) The peptide sequence is HGSEEWEPLTKKGNVWEVKS. The MHC is DRB1_0401 with pseudo-sequence DRB1_0401. The binding affinity (normalized) is 0.301.